This data is from Full USPTO retrosynthesis dataset with 1.9M reactions from patents (1976-2016). The task is: Predict the reactants needed to synthesize the given product. (1) Given the product [O:41]1[C:40]2[CH:39]=[CH:38][C:35]([CH2:36][N:19]3[CH2:20][CH2:21][CH:16]([NH:15][C:6]4[C:5]5[C:10](=[CH:11][CH:12]=[C:3]([O:2][CH3:1])[CH:4]=5)[N:9]([CH3:13])[C:8](=[O:14])[CH:7]=4)[CH2:17][CH2:18]3)=[CH:34][C:33]=2[O:32][CH2:31]1, predict the reactants needed to synthesize it. The reactants are: [CH3:1][O:2][C:3]1[CH:4]=[C:5]2[C:10](=[CH:11][CH:12]=1)[N:9]([CH3:13])[C:8](=[O:14])[CH:7]=[C:6]2[NH:15][CH:16]1[CH2:21][CH2:20][NH:19][CH2:18][CH2:17]1.C(N(C(C)C)CC)(C)C.[CH2:31]1[O:41][C:40]2[CH:39]=[CH:38][C:35]([CH2:36]Cl)=[CH:34][C:33]=2[O:32]1. (2) Given the product [Br:24][C:19]1[C:20]([CH3:23])=[N:21][O:22][C:18]=1[NH:17][S:2]([C:5]1[S:6][C:7]([C:10]2[CH:11]=[C:12]([CH3:16])[CH:13]=[CH:14][CH:15]=2)=[CH:8][CH:9]=1)(=[O:4])=[O:3].[NH4+:17].[OH-:3], predict the reactants needed to synthesize it. The reactants are: Cl[S:2]([C:5]1[S:6][C:7]([C:10]2[CH:11]=[C:12]([CH3:16])[CH:13]=[CH:14][CH:15]=2)=[CH:8][CH:9]=1)(=[O:4])=[O:3].[NH2:17][C:18]1[O:22][N:21]=[C:20]([CH3:23])[C:19]=1[Br:24].